Dataset: Full USPTO retrosynthesis dataset with 1.9M reactions from patents (1976-2016). Task: Predict the reactants needed to synthesize the given product. Given the product [Cl:1][C:2]1[CH:3]=[CH:4][C:5]([O:8][C:16]2[CH:21]=[CH:20][C:19]([N+:22]([O-:24])=[O:23])=[CH:18][C:17]=2[CH3:25])=[CH:6][N:7]=1, predict the reactants needed to synthesize it. The reactants are: [Cl:1][C:2]1[N:7]=[CH:6][C:5]([OH:8])=[CH:4][CH:3]=1.C([O-])([O-])=O.[K+].[K+].F[C:16]1[CH:21]=[CH:20][C:19]([N+:22]([O-:24])=[O:23])=[CH:18][C:17]=1[CH3:25].O.